The task is: Regression. Given a peptide amino acid sequence and an MHC pseudo amino acid sequence, predict their binding affinity value. This is MHC class II binding data.. This data is from Peptide-MHC class II binding affinity with 134,281 pairs from IEDB. (1) The peptide sequence is GELQIVDKIDAAFKS. The MHC is DRB1_0401 with pseudo-sequence DRB1_0401. The binding affinity (normalized) is 0.564. (2) The peptide sequence is YDMFLANVSTVLTGK. The MHC is DRB1_0101 with pseudo-sequence DRB1_0101. The binding affinity (normalized) is 0.908.